This data is from Full USPTO retrosynthesis dataset with 1.9M reactions from patents (1976-2016). The task is: Predict the reactants needed to synthesize the given product. (1) Given the product [F:1][C:2]1[CH:7]=[CH:6][C:5]([OH:8])=[N:4][C:3]=1[NH:10][CH2:11][CH:12]1[CH2:17][CH2:16][O:15][CH2:14][CH2:13]1, predict the reactants needed to synthesize it. The reactants are: [F:1][C:2]1[C:3]([NH:10][CH2:11][CH:12]2[CH2:17][CH2:16][O:15][CH2:14][CH2:13]2)=[N:4][C:5]([O:8]C)=[CH:6][CH:7]=1.[I-].[Na+].Cl[Si](C)(C)C. (2) Given the product [Cl:10][C:11]1[CH:12]=[C:13]2[C:18](=[CH:19][CH:20]=1)[O:17][CH2:16][CH:15]([C:21]1[NH:8][C:5]3[CH:6]=[CH:7][C:2]([C:54]4[CH:45]=[CH:43][N:44]=[CH:48][CH:53]=4)=[CH:3][C:4]=3[N:9]=1)[CH2:14]2, predict the reactants needed to synthesize it. The reactants are: Br[C:2]1[CH:3]=[C:4]([NH2:9])[C:5]([NH2:8])=[CH:6][CH:7]=1.[Cl:10][C:11]1[CH:12]=[C:13]2[C:18](=[CH:19][CH:20]=1)[O:17][CH2:16][CH:15]([C:21](O)=O)[CH2:14]2.O1C2C(=CC=CC=2)CC(C(O)=O)C1.BrC1C=CC2N[C:43]([CH:45]3[CH2:54][C:53]4[C:48](=CC=CC=4)OC3)=[N:44]C=2C=1.